Dataset: Forward reaction prediction with 1.9M reactions from USPTO patents (1976-2016). Task: Predict the product of the given reaction. Given the reactants [OH-].[Na+].C1C2C(=O)C3C(=CC=CC=3)C(=O)C=2C=CC=1S([O-])(=O)=O.[Na+].OCC([C@H]([C@@H]([C@H](CO)O)O)O)=O.O=O.[O:38]=[C:39]([OH:48])[C@H:40]([C@@H:42]([C@H](CO)O)[OH:43])[OH:41], predict the reaction product. The product is: [C:39]([OH:48])(=[O:38])[CH:40]([CH2:42][OH:43])[OH:41].[C:39]([OH:48])(=[O:38])[CH2:40][OH:41].